Dataset: NCI-60 drug combinations with 297,098 pairs across 59 cell lines. Task: Regression. Given two drug SMILES strings and cell line genomic features, predict the synergy score measuring deviation from expected non-interaction effect. Drug 1: CN(C)N=NC1=C(NC=N1)C(=O)N. Drug 2: C(CC(=O)O)C(=O)CN.Cl. Cell line: COLO 205. Synergy scores: CSS=14.0, Synergy_ZIP=-5.00, Synergy_Bliss=-6.28, Synergy_Loewe=-7.72, Synergy_HSA=-4.83.